From a dataset of Forward reaction prediction with 1.9M reactions from USPTO patents (1976-2016). Predict the product of the given reaction. (1) Given the reactants C1(P(C2C=CC=CC=2)C2C=CC=CC=2)C=CC=CC=1.CC(OC(/N=N/C(OC(C)(C)C)=O)=O)(C)C.[Br:36][C:37]1[CH:42]=[CH:41][C:40]([OH:43])=[CH:39][C:38]=1[CH3:44].[CH:45]([C:48]1[N:52]=[C:51]([N:53]2[CH2:58][CH2:57][CH:56]([CH2:59][CH2:60][CH2:61]O)[CH2:55][CH2:54]2)[O:50][N:49]=1)([CH3:47])[CH3:46], predict the reaction product. The product is: [Br:36][C:37]1[CH:42]=[CH:41][C:40]([O:43][CH2:61][CH2:60][CH2:59][CH:56]2[CH2:57][CH2:58][N:53]([C:51]3[O:50][N:49]=[C:48]([CH:45]([CH3:46])[CH3:47])[N:52]=3)[CH2:54][CH2:55]2)=[CH:39][C:38]=1[CH3:44]. (2) Given the reactants [CH:1]1([CH2:6][N:7]([C:10]2[C:19]([CH:20]=[O:21])=[CH:18][C:17]3[C:12](=[CH:13][CH:14]=[CH:15][CH:16]=3)[N:11]=2)[CH2:8][CH3:9])[CH2:5][CH2:4][CH2:3][CH2:2]1.[BH4-].[Na+].[Cl-].[NH4+].O, predict the reaction product. The product is: [CH:1]1([CH2:6][N:7]([C:10]2[C:19]([CH2:20][OH:21])=[CH:18][C:17]3[C:12](=[CH:13][CH:14]=[CH:15][CH:16]=3)[N:11]=2)[CH2:8][CH3:9])[CH2:5][CH2:4][CH2:3][CH2:2]1. (3) Given the reactants [Cl:1][C:2]1[CH:24]=[C:23]([Cl:25])[CH:22]=[CH:21][C:3]=1[CH2:4][O:5][C:6]1[C:15]([CH3:16])=[C:14]([O:17][CH2:18][O:19][CH3:20])[CH:13]=[CH:12][C:7]=1[C:8]([O:10]C)=[O:9].[OH-].[Na+].O, predict the reaction product. The product is: [Cl:1][C:2]1[CH:24]=[C:23]([Cl:25])[CH:22]=[CH:21][C:3]=1[CH2:4][O:5][C:6]1[C:15]([CH3:16])=[C:14]([O:17][CH2:18][O:19][CH3:20])[CH:13]=[CH:12][C:7]=1[C:8]([OH:10])=[O:9]. (4) Given the reactants [NH2:1][CH2:2][C@H:3]1[C@H:9]([C:10]2[CH:15]=[CH:14][C:13]([Cl:16])=[C:12]([Cl:17])[CH:11]=2)[O:8][CH2:7][CH2:6][N:5]([C:18]([O:20][C:21]([CH3:24])([CH3:23])[CH3:22])=[O:19])[CH2:4]1.[F:25][C:26]1[C:36]([F:37])=[CH:35][C:29]2[C:30](=[O:34])[O:31][C:32](=[O:33])[C:28]=2[CH:27]=1, predict the reaction product. The product is: [C:21]([O:20][C:18]([N:5]1[CH2:4][C@@H:3]([CH2:2][NH:1][C:30]([C:29]2[CH:35]=[C:36]([F:37])[C:26]([F:25])=[CH:27][C:28]=2[C:32]([OH:33])=[O:31])=[O:34])[C@H:9]([C:10]2[CH:15]=[CH:14][C:13]([Cl:16])=[C:12]([Cl:17])[CH:11]=2)[O:8][CH2:7][CH2:6]1)=[O:19])([CH3:24])([CH3:23])[CH3:22]. (5) The product is: [C:1]([C:3]1[CH:4]=[C:5]([N:9]([N:17]([CH2:31][CH2:32][CH3:33])[C:18](=[O:23])[C:19]([F:20])([F:22])[F:21])[C:10]([O:12][C:13]([CH3:16])([CH3:15])[CH3:14])=[O:11])[CH:6]=[CH:7][CH:8]=1)#[N:2]. Given the reactants [C:1]([C:3]1[CH:4]=[C:5]([N:9]([NH:17][C:18](=[O:23])[C:19]([F:22])([F:21])[F:20])[C:10]([O:12][C:13]([CH3:16])([CH3:15])[CH3:14])=[O:11])[CH:6]=[CH:7][CH:8]=1)#[N:2].C(=O)([O-])[O-].[Cs+].[Cs+].I[CH2:31][CH2:32][CH3:33], predict the reaction product. (6) The product is: [NH2:1][C@H:2]1[CH2:7][CH2:6][C@H:5]([NH:8][C:10]2[N:18]=[C:17]3[C:13]([N:14]=[CH:15][NH:16]3)=[C:12]([NH:19][C:20]3[CH:21]=[CH:22][C:23]([C:24]([O:26][CH2:27][CH2:28][N:29]([CH2:32][CH3:33])[CH2:30][CH3:31])=[O:25])=[CH:34][CH:35]=3)[N:11]=2)[CH2:4][CH2:3]1. Given the reactants [NH2:1][C@H:2]1[CH2:7][CH2:6][C@H:5]([NH2:8])[CH2:4][CH2:3]1.Cl[C:10]1[N:18]=[C:17]2[C:13]([N:14]=[CH:15][NH:16]2)=[C:12]([NH:19][C:20]2[CH:35]=[CH:34][C:23]([C:24]([O:26][CH2:27][CH2:28][N:29]([CH2:32][CH3:33])[CH2:30][CH3:31])=[O:25])=[CH:22][CH:21]=2)[N:11]=1, predict the reaction product. (7) Given the reactants [CH:1]1([N:5]2[CH2:11][CH2:10][C:9]3[CH:12]=[CH:13][C:14]([O:16][C:17]4[CH:18]=[N:19][C:20]([O:23]C)=[CH:21][CH:22]=4)=[CH:15][C:8]=3[CH2:7][CH2:6]2)[CH2:4][CH2:3][CH2:2]1, predict the reaction product. The product is: [CH:1]1([N:5]2[CH2:11][CH2:10][C:9]3[CH:12]=[CH:13][C:14]([O:16][C:17]4[CH:22]=[CH:21][C:20](=[O:23])[NH:19][CH:18]=4)=[CH:15][C:8]=3[CH2:7][CH2:6]2)[CH2:4][CH2:3][CH2:2]1. (8) Given the reactants [CH3:1][O:2][C:3]1[CH:4]=[C:5]([CH:9]=[CH:10][CH:11]=1)[C:6](Cl)=[O:7].[C:12]([NH2:21])([C:15]1[CH:20]=[CH:19][CH:18]=[CH:17][CH:16]=1)([CH3:14])[CH3:13].C(N(CC)CC)C, predict the reaction product. The product is: [CH3:1][O:2][C:3]1[CH:4]=[C:5]([CH:9]=[CH:10][CH:11]=1)[C:6]([NH:21][C:12]([CH3:14])([C:15]1[CH:20]=[CH:19][CH:18]=[CH:17][CH:16]=1)[CH3:13])=[O:7]. (9) The product is: [CH3:26][S:27]([C:30]1[CH:31]=[C:32]([NH:36][C:13]([C:12]2[CH:11]=[N:10][N:9]3[C:4]([CH:1]4[CH2:3][CH2:2]4)=[CH:5][C:6]([C:16]4[CH:21]=[CH:20][C:19]([C:22]([F:23])([F:24])[F:25])=[CH:18][CH:17]=4)=[N:7][C:8]=23)=[O:15])[CH:33]=[CH:34][CH:35]=1)(=[O:28])=[O:29]. Given the reactants [CH:1]1([C:4]2[N:9]3[N:10]=[CH:11][C:12]([C:13]([OH:15])=O)=[C:8]3[N:7]=[C:6]([C:16]3[CH:21]=[CH:20][C:19]([C:22]([F:25])([F:24])[F:23])=[CH:18][CH:17]=3)[CH:5]=2)[CH2:3][CH2:2]1.[CH3:26][S:27]([C:30]1[CH:31]=[C:32]([NH2:36])[CH:33]=[CH:34][CH:35]=1)(=[O:29])=[O:28], predict the reaction product. (10) Given the reactants Br[C:2]1[CH:3]=[N:4][CH:5]=[CH:6][C:7]=1[CH3:8].[B:9](OC(C)C)([O:14]C(C)C)[O:10]C(C)C.C([Li])CCC, predict the reaction product. The product is: [CH3:8][C:7]1[CH:6]=[CH:5][N:4]=[CH:3][C:2]=1[B:9]([OH:14])[OH:10].